Regression. Given two drug SMILES strings and cell line genomic features, predict the synergy score measuring deviation from expected non-interaction effect. From a dataset of NCI-60 drug combinations with 297,098 pairs across 59 cell lines. (1) Drug 1: CCC1(CC2CC(C3=C(CCN(C2)C1)C4=CC=CC=C4N3)(C5=C(C=C6C(=C5)C78CCN9C7C(C=CC9)(C(C(C8N6C)(C(=O)OC)O)OC(=O)C)CC)OC)C(=O)OC)O.OS(=O)(=O)O. Drug 2: B(C(CC(C)C)NC(=O)C(CC1=CC=CC=C1)NC(=O)C2=NC=CN=C2)(O)O. Cell line: OVCAR-4. Synergy scores: CSS=27.8, Synergy_ZIP=-0.281, Synergy_Bliss=-1.63, Synergy_Loewe=-5.64, Synergy_HSA=-1.37. (2) Drug 1: C1=CN(C=N1)CC(O)(P(=O)(O)O)P(=O)(O)O. Drug 2: C1CCC(C(C1)N)N.C(=O)(C(=O)[O-])[O-].[Pt+4]. Cell line: MCF7. Synergy scores: CSS=30.3, Synergy_ZIP=-7.97, Synergy_Bliss=-0.713, Synergy_Loewe=-3.05, Synergy_HSA=0.0535. (3) Drug 1: C1CC(=O)NC(=O)C1N2CC3=C(C2=O)C=CC=C3N. Drug 2: CC1=C(C(=CC=C1)Cl)NC(=O)C2=CN=C(S2)NC3=CC(=NC(=N3)C)N4CCN(CC4)CCO. Cell line: SF-539. Synergy scores: CSS=13.2, Synergy_ZIP=-3.98, Synergy_Bliss=-0.440, Synergy_Loewe=-47.3, Synergy_HSA=0.749. (4) Synergy scores: CSS=9.25, Synergy_ZIP=-1.13, Synergy_Bliss=1.93, Synergy_Loewe=4.82, Synergy_HSA=0.581. Cell line: COLO 205. Drug 2: CCN(CC)CCNC(=O)C1=C(NC(=C1C)C=C2C3=C(C=CC(=C3)F)NC2=O)C. Drug 1: CS(=O)(=O)CCNCC1=CC=C(O1)C2=CC3=C(C=C2)N=CN=C3NC4=CC(=C(C=C4)OCC5=CC(=CC=C5)F)Cl. (5) Drug 1: CC1C(C(CC(O1)OC2CC(CC3=C2C(=C4C(=C3O)C(=O)C5=C(C4=O)C(=CC=C5)OC)O)(C(=O)C)O)N)O.Cl. Drug 2: C1=NC(=NC(=O)N1C2C(C(C(O2)CO)O)O)N. Cell line: SF-295. Synergy scores: CSS=26.9, Synergy_ZIP=-5.12, Synergy_Bliss=2.86, Synergy_Loewe=4.75, Synergy_HSA=4.33. (6) Drug 1: C1=CC(=CC=C1CC(C(=O)O)N)N(CCCl)CCCl.Cl. Drug 2: C1=CC=C(C=C1)NC(=O)CCCCCCC(=O)NO. Cell line: SK-OV-3. Synergy scores: CSS=16.5, Synergy_ZIP=-4.89, Synergy_Bliss=-3.75, Synergy_Loewe=-7.07, Synergy_HSA=-4.05.